This data is from Reaction yield outcomes from USPTO patents with 853,638 reactions. The task is: Predict the reaction yield, written as a fraction of the theoretical maximum amount of product (1.0 means a 100% yield; for example, 0.34 means a 34% yield). The reactants are [CH3:1][O:2][C:3]1[CH:4]=[C:5]([CH:10]=[CH:11][C:12]=1[CH3:13])[C:6]([O:8][CH3:9])=[O:7].[Br:14]N1C(=O)CCC1=O. The catalyst is N(C(C)(C)C#N)=NC(C)(C)C#N.C(OCC)(=O)C. The product is [Br:14][CH2:13][C:12]1[CH:11]=[CH:10][C:5]([C:6]([O:8][CH3:9])=[O:7])=[CH:4][C:3]=1[O:2][CH3:1]. The yield is 0.920.